Dataset: Forward reaction prediction with 1.9M reactions from USPTO patents (1976-2016). Task: Predict the product of the given reaction. (1) Given the reactants [NH2:1][C:2]1[N:7]=[C:6]([N:8]2[C@H:13]([CH3:14])[CH2:12][CH2:11][C@H:10]([C:15](O)=[O:16])[CH2:9]2)[CH:5]=[C:4]([C:18]2[CH:23]=[CH:22][C:21]([C:24]#[N:25])=[C:20]([F:26])[CH:19]=2)[N:3]=1.CN(C(ON1N=NC2C=CC=NC1=2)=[N+](C)C)C.F[P-](F)(F)(F)(F)F.CCN(C(C)C)C(C)C.[C:60]1([C@H:66]([NH2:68])[CH3:67])[CH:65]=[CH:64][CH:63]=[CH:62][CH:61]=1, predict the reaction product. The product is: [NH2:1][C:2]1[N:7]=[C:6]([N:8]2[C@H:13]([CH3:14])[CH2:12][CH2:11][C@H:10]([C:15]([NH:68][C@@H:66]([C:60]3[CH:65]=[CH:64][CH:63]=[CH:62][CH:61]=3)[CH3:67])=[O:16])[CH2:9]2)[CH:5]=[C:4]([C:18]2[CH:23]=[CH:22][C:21]([C:24]#[N:25])=[C:20]([F:26])[CH:19]=2)[N:3]=1. (2) Given the reactants [C:1]([O:5][C:6](=[O:22])[NH:7][C:8]1[C:12]([NH:13][C:14]([O:16][C:17]([CH3:20])([CH3:19])[CH3:18])=[O:15])=[CH:11][S:10][C:9]=1Br)([CH3:4])([CH3:3])[CH3:2].[C:23]1(B(O)O)[CH:28]=[CH:27][CH:26]=[CH:25][CH:24]=1.O.C([O-])([O-])=O.[Na+].[Na+], predict the reaction product. The product is: [C:17]([O:16][C:14](=[O:15])[NH:13][C:12]1[C:8]([NH:7][C:6]([O:5][C:1]([CH3:4])([CH3:3])[CH3:2])=[O:22])=[C:9]([C:23]2[CH:28]=[CH:27][CH:26]=[CH:25][CH:24]=2)[S:10][CH:11]=1)([CH3:20])([CH3:19])[CH3:18].